From a dataset of NCI-60 drug combinations with 297,098 pairs across 59 cell lines. Regression. Given two drug SMILES strings and cell line genomic features, predict the synergy score measuring deviation from expected non-interaction effect. (1) Drug 1: CN(C)N=NC1=C(NC=N1)C(=O)N. Drug 2: CC1C(C(CC(O1)OC2CC(CC3=C2C(=C4C(=C3O)C(=O)C5=CC=CC=C5C4=O)O)(C(=O)C)O)N)O. Cell line: CCRF-CEM. Synergy scores: CSS=44.8, Synergy_ZIP=-9.66, Synergy_Bliss=-10.7, Synergy_Loewe=-7.28, Synergy_HSA=-5.65. (2) Drug 1: COC1=C(C=C2C(=C1)N=CN=C2NC3=CC(=C(C=C3)F)Cl)OCCCN4CCOCC4. Drug 2: C(CN)CNCCSP(=O)(O)O. Cell line: NCI-H322M. Synergy scores: CSS=34.4, Synergy_ZIP=-2.84, Synergy_Bliss=-5.84, Synergy_Loewe=-26.2, Synergy_HSA=-5.92. (3) Drug 1: C1=NC2=C(N1)C(=S)N=C(N2)N. Drug 2: CC1C(C(CC(O1)OC2CC(CC3=C2C(=C4C(=C3O)C(=O)C5=CC=CC=C5C4=O)O)(C(=O)C)O)N)O. Cell line: NCI-H322M. Synergy scores: CSS=32.5, Synergy_ZIP=-11.3, Synergy_Bliss=-15.3, Synergy_Loewe=-16.5, Synergy_HSA=-13.1. (4) Drug 1: C1=NC2=C(N=C(N=C2N1C3C(C(C(O3)CO)O)F)Cl)N. Drug 2: CC1C(C(CC(O1)OC2CC(CC3=C2C(=C4C(=C3O)C(=O)C5=CC=CC=C5C4=O)O)(C(=O)C)O)N)O. Cell line: MOLT-4. Synergy scores: CSS=49.4, Synergy_ZIP=-6.83, Synergy_Bliss=-10.4, Synergy_Loewe=-7.11, Synergy_HSA=-5.84. (5) Cell line: IGROV1. Synergy scores: CSS=-1.78, Synergy_ZIP=1.89, Synergy_Bliss=3.18, Synergy_Loewe=-0.982, Synergy_HSA=-0.220. Drug 2: C1CC(=O)NC(=O)C1N2C(=O)C3=CC=CC=C3C2=O. Drug 1: CC1=C(C=C(C=C1)NC(=O)C2=CC=C(C=C2)CN3CCN(CC3)C)NC4=NC=CC(=N4)C5=CN=CC=C5. (6) Drug 1: CS(=O)(=O)C1=CC(=C(C=C1)C(=O)NC2=CC(=C(C=C2)Cl)C3=CC=CC=N3)Cl. Drug 2: C1CNP(=O)(OC1)N(CCCl)CCCl. Cell line: HL-60(TB). Synergy scores: CSS=21.6, Synergy_ZIP=16.8, Synergy_Bliss=19.0, Synergy_Loewe=13.3, Synergy_HSA=14.9. (7) Drug 1: CNC(=O)C1=NC=CC(=C1)OC2=CC=C(C=C2)NC(=O)NC3=CC(=C(C=C3)Cl)C(F)(F)F. Drug 2: CN1C=C(C=N1)C2=C3N=C(C(=C(N3N=C2)N)Br)C4CCCNC4. Cell line: OVCAR3. Synergy scores: CSS=44.6, Synergy_ZIP=1.66, Synergy_Bliss=-0.477, Synergy_Loewe=-9.53, Synergy_HSA=-3.40. (8) Drug 1: C1=CC=C(C(=C1)C(C2=CC=C(C=C2)Cl)C(Cl)Cl)Cl. Drug 2: CC1=C(C(=O)C2=C(C1=O)N3CC4C(C3(C2COC(=O)N)OC)N4)N. Cell line: HT29. Synergy scores: CSS=22.8, Synergy_ZIP=3.46, Synergy_Bliss=5.62, Synergy_Loewe=-16.8, Synergy_HSA=4.98.